From a dataset of Aqueous solubility values for 9,982 compounds from the AqSolDB database. Regression/Classification. Given a drug SMILES string, predict its absorption, distribution, metabolism, or excretion properties. Task type varies by dataset: regression for continuous measurements (e.g., permeability, clearance, half-life) or binary classification for categorical outcomes (e.g., BBB penetration, CYP inhibition). For this dataset (solubility_aqsoldb), we predict Y. The drug is ClCCOCOCCCl. The Y is -1.35 log mol/L.